Predict the reaction yield, written as a fraction of the theoretical maximum amount of product (1.0 means a 100% yield; for example, 0.34 means a 34% yield). From a dataset of Reaction yield outcomes from USPTO patents with 853,638 reactions. (1) The reactants are [C:1]1([C:11]([OH:13])=O)[C:10]2[C:5](=[CH:6][CH:7]=[CH:8][CH:9]=2)[CH:4]=[CH:3][N:2]=1.C(N1C=CN=C1)(N1C=CN=C1)=O.Cl.[CH3:27][C@H:28]1[CH2:33][CH2:32][C@H:31]([NH2:34])[CH2:30][CH2:29]1.C(N(CC)C(C)C)(C)C. The catalyst is CN(C)C=O.C(OCC)(=O)C. The product is [CH3:27][C@H:28]1[CH2:33][CH2:32][C@H:31]([NH:34][C:11]([C:1]2[C:10]3[C:5](=[CH:6][CH:7]=[CH:8][CH:9]=3)[CH:4]=[CH:3][N:2]=2)=[O:13])[CH2:30][CH2:29]1. The yield is 0.800. (2) The reactants are [C:1](#[N:3])[CH3:2].[Li+].CC([N-]C(C)C)C.[CH3:12][O:13][C:14]1[N:19]=[C:18]([CH2:20][CH2:21][C:22](OC)=O)[CH:17]=[CH:16][CH:15]=1.Cl.[NH2:27][NH2:28]. The catalyst is C1COCC1.C(O)C. The product is [CH3:12][O:13][C:14]1[N:19]=[C:18]([CH2:20][CH2:21][C:22]2[NH:28][N:27]=[C:1]([NH2:3])[CH:2]=2)[CH:17]=[CH:16][CH:15]=1. The yield is 0.800. (3) The reactants are [CH3:1][N:2]([S:15]([C:18]1[S:19][CH:20]=[CH:21][CH:22]=1)(=[O:17])=[O:16])[C:3]1[CH:4]=[CH:5][CH:6]=[C:7]2[C:11]=1[NH:10][C:9]([C:12]([NH2:14])=O)=[CH:8]2.COC1C=CC(P2(SP(C3C=CC(OC)=CC=3)(=S)S2)=[S:32])=CC=1. The catalyst is O1CCCC1. The product is [CH3:1][N:2]([S:15]([C:18]1[S:19][CH:20]=[CH:21][CH:22]=1)(=[O:17])=[O:16])[C:3]1[CH:4]=[CH:5][CH:6]=[C:7]2[C:11]=1[NH:10][C:9]([C:12](=[S:32])[NH2:14])=[CH:8]2. The yield is 0.930. (4) The reactants are [OH:1][C@@H:2]([C:23]1[CH:28]=[CH:27][CH:26]=[CH:25][CH:24]=1)[CH2:3][CH2:4][N:5]1[CH2:10][CH2:9][CH:8]([C:11]2[CH:12]=[C:13]([NH:17][C:18](=[O:22])[CH:19]([CH3:21])[CH3:20])[CH:14]=[CH:15][CH:16]=2)[CH2:7][CH2:6]1.[F:29][C:30]1[CH:35]=[CH:34][CH:33]=[CH:32][C:31]=1O.C1(P(C2C=CC=CC=2)C2C=CC=CC=2)C=CC=CC=1.N(C(OCC)=O)=NC(OCC)=O.N. The catalyst is C1COCC1.C(Cl)(Cl)Cl. The product is [F:29][C:30]1[CH:35]=[CH:34][CH:33]=[CH:32][C:31]=1[O:1][C@H:2]([C:23]1[CH:24]=[CH:25][CH:26]=[CH:27][CH:28]=1)[CH2:3][CH2:4][N:5]1[CH2:10][CH2:9][CH:8]([C:11]2[CH:12]=[C:13]([NH:17][C:18](=[O:22])[CH:19]([CH3:21])[CH3:20])[CH:14]=[CH:15][CH:16]=2)[CH2:7][CH2:6]1. The yield is 0.539. (5) The reactants are C(O[C:4]1(O[Si](C)(C)C)[CH2:6][CH2:5]1)C.[N+:12]([C:15]1[CH:24]=[C:23]2[C:18]([CH2:19][CH2:20][NH:21][CH2:22]2)=[CH:17][CH:16]=1)([O-:14])=[O:13].[BH3-]C#N.[Na+].C(O)(=O)C. The catalyst is CO.O. The product is [CH:4]1([N:21]2[CH2:20][CH2:19][C:18]3[C:23](=[CH:24][C:15]([N+:12]([O-:14])=[O:13])=[CH:16][CH:17]=3)[CH2:22]2)[CH2:6][CH2:5]1. The yield is 0.880. (6) The reactants are C1C=C(Cl)C=C(C(OO)=[O:9])C=1.[CH3:12][O:13][C:14](/[C:16](=[CH:22]/[CH:23]=[CH:24]/[CH2:25][CH2:26][CH2:27][CH2:28][CH2:29][CH2:30][CH3:31])/[CH2:17][C:18]([O:20][CH3:21])=[O:19])=[O:15]. The catalyst is C(Cl)(Cl)(Cl)Cl.CCOC(C)=O. The product is [O:9]1[CH:24]([CH2:25][CH2:26][CH2:27][CH2:28][CH2:29][CH2:30][CH3:31])[CH:23]1/[CH:22]=[C:16](/[C:14]([O:13][CH3:12])=[O:15])\[CH2:17][C:18]([O:20][CH3:21])=[O:19]. The yield is 0.610. (7) The reactants are O.[OH-].[Li+].[CH3:4][CH:5]([CH2:39][C:40]([CH3:43])([CH3:42])[CH3:41])[CH2:6][CH2:7][CH:8]([NH:13][C:14]([C:16]1[C:25]([NH:26][C:27]([NH:29][C:30]2[C:35]([CH3:36])=[CH:34][C:33]([CH3:37])=[CH:32][C:31]=2[CH3:38])=[O:28])=[CH:24][C:23]2[C:18](=[CH:19][CH:20]=[CH:21][CH:22]=2)[CH:17]=1)=[O:15])[C:9]([O:11]C)=[O:10].O.Cl. The catalyst is O1CCOCC1. The product is [CH3:4][CH:5]([CH2:39][C:40]([CH3:41])([CH3:43])[CH3:42])[CH2:6][CH2:7][CH:8]([NH:13][C:14]([C:16]1[C:25]([NH:26][C:27]([NH:29][C:30]2[C:35]([CH3:36])=[CH:34][C:33]([CH3:37])=[CH:32][C:31]=2[CH3:38])=[O:28])=[CH:24][C:23]2[C:18](=[CH:19][CH:20]=[CH:21][CH:22]=2)[CH:17]=1)=[O:15])[C:9]([OH:11])=[O:10]. The yield is 0.970.